This data is from Forward reaction prediction with 1.9M reactions from USPTO patents (1976-2016). The task is: Predict the product of the given reaction. (1) Given the reactants [C]=[O:2].Br[C:4]1[C:5]([S:14][CH2:15][CH3:16])=[N:6][C:7]([C:10]([F:13])([F:12])[F:11])=[CH:8][CH:9]=1.CCN([CH2:22][CH3:23])CC.O.C[CH2:26][OH:27], predict the reaction product. The product is: [CH2:15]([S:14][C:5]1[C:4]([C:26]([O:27][CH2:22][CH3:23])=[O:2])=[CH:9][CH:8]=[C:7]([C:10]([F:13])([F:12])[F:11])[N:6]=1)[CH3:16]. (2) The product is: [CH2:18]([C@:14]1([C:7]2[CH:6]=[CH:5][N:4]=[C:3]([O:2][CH3:1])[C:8]=2[CH2:9][O:10][CH2:11][O:12][CH3:13])[O:25][CH:15]1[CH2:16][OH:17])[CH3:19]. Given the reactants [CH3:1][O:2][C:3]1[C:8]([CH2:9][O:10][CH2:11][O:12][CH3:13])=[C:7]([C:14]([CH2:18][CH3:19])=[CH:15][CH2:16][OH:17])[CH:6]=[CH:5][N:4]=1.C([C@@](C([O-])=O)(O)[C@@](CC)(O)C([O-])=[O:25])C.C(OO)(C)(C)C, predict the reaction product. (3) The product is: [N:14]([CH2:2][C:3]([C:5]1[CH:10]=[CH:9][C:8]([N+:11]([O-:13])=[O:12])=[CH:7][CH:6]=1)=[O:4])=[N+:15]=[N-:16]. Given the reactants Br[CH2:2][C:3]([C:5]1[CH:10]=[CH:9][C:8]([N+:11]([O-:13])=[O:12])=[CH:7][CH:6]=1)=[O:4].[N-:14]=[N+:15]=[N-:16].[Na+], predict the reaction product. (4) Given the reactants Br[C:2]1[C:7]2=[N:8][C:9]([C:12]([NH2:14])=[O:13])=[CH:10][N:11]=[C:6]2[CH:5]=[N:4][CH:3]=1.[F:15][C:16]1[CH:17]=[C:18](B(O)O)[CH:19]=[CH:20][C:21]=1[C:22]([F:25])([F:24])[F:23].C(=O)([O-])[O-].[Cs+].[Cs+].O1CCOCC1, predict the reaction product. The product is: [F:15][C:16]1[CH:17]=[C:18]([C:2]2[C:7]3=[N:8][C:9]([C:12]([NH2:14])=[O:13])=[CH:10][N:11]=[C:6]3[CH:5]=[N:4][CH:3]=2)[CH:19]=[CH:20][C:21]=1[C:22]([F:23])([F:24])[F:25]. (5) Given the reactants Cl[C:2]1[CH:3]=[C:4]([C:9]2[N:13]3[CH:14]=[CH:15][C:16]([C:19]([OH:22])([CH3:21])[CH3:20])=[C:17]([F:18])[C:12]3=[N:11][CH:10]=2)[CH:5]=[CH:6][C:7]=1[F:8].[Cl:23][C:24]1[CH:25]=[C:26](B(O)O)[CH:27]=[CH:28][C:29]=1[Cl:30], predict the reaction product. The product is: [Cl:23][C:24]1[CH:25]=[C:26]([C:2]2[CH:3]=[C:4]([C:9]3[N:13]4[CH:14]=[CH:15][C:16]([C:19]([OH:22])([CH3:21])[CH3:20])=[C:17]([F:18])[C:12]4=[N:11][CH:10]=3)[CH:5]=[CH:6][C:7]=2[F:8])[CH:27]=[CH:28][C:29]=1[Cl:30].